Dataset: Full USPTO retrosynthesis dataset with 1.9M reactions from patents (1976-2016). Task: Predict the reactants needed to synthesize the given product. (1) Given the product [Cl:1][C:2]1[CH:3]=[CH:4][N:5]2[C:10]=1[C:9]([NH:32][CH2:33][C:38]1[CH:37]=[CH:36][CH:35]=[CH:34][N:30]=1)=[N:8][C:7]([C:12]1([NH:15][C:16](=[O:22])[O:17][C:18]([CH3:21])([CH3:20])[CH3:19])[CH2:14][CH2:13]1)=[N:6]2, predict the reactants needed to synthesize it. The reactants are: [Cl:1][C:2]1[CH:3]=[CH:4][N:5]2[C:10]=1[C:9](O)=[N:8][C:7]([C:12]1([NH:15][C:16](=[O:22])[O:17][C:18]([CH3:21])([CH3:20])[CH3:19])[CH2:14][CH2:13]1)=[N:6]2.F[P-](F)(F)(F)(F)F.[N:30]1(O[P+](N(C)C)(N(C)C)N(C)C)[C:34]2[CH:35]=[CH:36][CH:37]=[CH:38][C:33]=2[N:32]=N1.C1CCN2C(=NCCC2)CC1.N1C=CC=CC=1CN. (2) Given the product [Br:21][C:3]1[CH:4]=[CH:5][C:6](=[O:20])[N:7]([CH2:8][CH2:9][C:10]2[CH:11]=[CH:12][C:13]([C:14]([O:16][CH3:17])=[O:15])=[CH:18][CH:19]=2)[C:2]=1[CH3:1], predict the reactants needed to synthesize it. The reactants are: [CH3:1][C:2]1[N:7]([CH2:8][CH2:9][C:10]2[CH:19]=[CH:18][C:13]([C:14]([O:16][CH3:17])=[O:15])=[CH:12][CH:11]=2)[C:6](=[O:20])[CH:5]=[CH:4][CH:3]=1.[Br:21]N1C(=O)CCC1=O.O.C(OCC)(=O)C. (3) The reactants are: [NH2:1][C:2]([C:4]1[N:5]=[C:6]([C:9]2[CH:10]=[C:11]3[C:16](=[CH:17][CH:18]=2)[C:15](=[O:19])[N:14]([CH2:20][CH:21]([CH3:23])[CH3:22])[C:13]([CH2:24][NH:25][C:26](=[O:32])[O:27][C:28]([CH3:31])([CH3:30])[CH3:29])=[C:12]3[C:33]2[CH:38]=[CH:37][CH:36]=[CH:35][CH:34]=2)[S:7][CH:8]=1)=O.N1C(Cl)=NC(Cl)=NC=1Cl.CN(C)C=O. Given the product [C:2]([C:4]1[N:5]=[C:6]([C:9]2[CH:10]=[C:11]3[C:16](=[CH:17][CH:18]=2)[C:15](=[O:19])[N:14]([CH2:20][CH:21]([CH3:23])[CH3:22])[C:13]([CH2:24][NH:25][C:26](=[O:32])[O:27][C:28]([CH3:31])([CH3:30])[CH3:29])=[C:12]3[C:33]2[CH:34]=[CH:35][CH:36]=[CH:37][CH:38]=2)[S:7][CH:8]=1)#[N:1], predict the reactants needed to synthesize it. (4) Given the product [Br:16][CH2:13][C:3]1[C:2]([CH3:1])=[N:6][N:5]([C:7]2[CH:12]=[CH:11][CH:10]=[CH:9][CH:8]=2)[N:4]=1, predict the reactants needed to synthesize it. The reactants are: [CH3:1][C:2]1[C:3]([CH2:13]O)=[N:4][N:5]([C:7]2[CH:12]=[CH:11][CH:10]=[CH:9][CH:8]=2)[N:6]=1.P(Br)(Br)[Br:16].O. (5) Given the product [CH2:1]([O:8][C:9]1[CH:18]=[C:17]2[C:12]([C:13]([C:29]3[C:30]([CH3:39])=[C:31]4[C:36](=[CH:37][CH:38]=3)[O:35][CH2:34][CH2:33][CH2:32]4)=[C:14]([CH2:20][OH:21])[N:41]([CH3:40])[C:16]2=[O:15])=[CH:11][CH:10]=1)[C:2]1[CH:7]=[CH:6][CH:5]=[CH:4][CH:3]=1, predict the reactants needed to synthesize it. The reactants are: [CH2:1]([O:8][C:9]1[CH:18]=[C:17]2[C:12]([C:13]([C:29]3[C:30]([CH3:39])=[C:31]4[C:36](=[CH:37][CH:38]=3)[O:35][CH2:34][CH2:33][CH2:32]4)=[C:14]([C:20](C)(C)[O:21][SiH2]C(C)(C)C)[O:15][C:16]2=O)=[CH:11][CH:10]=1)[C:2]1[CH:7]=[CH:6][CH:5]=[CH:4][CH:3]=1.[CH3:40][NH2:41].CCO. (6) Given the product [NH:15]1[CH2:14][CH:13]([C:11]2[CH:12]=[C:7]([N:4]3[CH2:5][CH2:6][C:2]([F:35])([F:1])[CH2:3]3)[N:8]=[C:9]([NH:24][C:25]3[CH:30]=[C:29]([C:31]([F:34])([F:32])[F:33])[CH:28]=[CH:27][N:26]=3)[CH:10]=2)[CH2:16]1, predict the reactants needed to synthesize it. The reactants are: [F:1][C:2]1([F:35])[CH2:6][CH2:5][N:4]([C:7]2[CH:12]=[C:11]([CH:13]3[CH2:16][N:15](C(OC(C)(C)C)=O)[CH2:14]3)[CH:10]=[C:9]([NH:24][C:25]3[CH:30]=[C:29]([C:31]([F:34])([F:33])[F:32])[CH:28]=[CH:27][N:26]=3)[N:8]=2)[CH2:3]1.O1CCOCC1.Cl.C([O-])(O)=O.[Na+]. (7) Given the product [CH3:17][C:18]1[CH:26]=[CH:25][CH:24]=[C:23]2[C:19]=1[C:20](=[CH:1][C:3]1[NH:4][C:5]3[CH2:6][CH2:7][CH2:8][CH2:9][C:10]=3[C:11]=1[CH2:12][CH2:13][C:14]([OH:16])=[O:15])[C:21](=[O:27])[NH:22]2, predict the reactants needed to synthesize it. The reactants are: [CH:1]([C:3]1[NH:4][C:5]2[CH2:6][CH2:7][CH2:8][CH2:9][C:10]=2[C:11]=1[CH2:12][CH2:13][C:14]([OH:16])=[O:15])=O.[CH3:17][C:18]1[CH:26]=[CH:25][CH:24]=[C:23]2[C:19]=1[CH2:20][C:21](=[O:27])[NH:22]2.N1CCCCC1.C(O)(=O)C.